The task is: Predict which catalyst facilitates the given reaction.. This data is from Catalyst prediction with 721,799 reactions and 888 catalyst types from USPTO. (1) Reactant: C(OCC)(=O)C.[C:7]([O:11][C:12]([N:14]1[CH2:19][CH2:18][CH:17]([OH:20])[CH2:16][CH2:15]1)=[O:13])([CH3:10])([CH3:9])[CH3:8].C(N(CC)CC)C.[S:28](Cl)([CH3:31])(=[O:30])=[O:29]. Product: [C:7]([O:11][C:12]([N:14]1[CH2:19][CH2:18][CH:17]([O:20][S:28]([CH3:31])(=[O:30])=[O:29])[CH2:16][CH2:15]1)=[O:13])([CH3:10])([CH3:8])[CH3:9]. The catalyst class is: 6. (2) Reactant: [F:1][C:2]1[CH:3]=[C:4]([N+:19]([O-:21])=[O:20])[C:5]([O:17]C)=[C:6]([C:8]2[CH:13]=[CH:12][CH:11]=[C:10]([C:14]([OH:16])=[O:15])[CH:9]=2)[CH:7]=1. Product: [N+:19]([C:4]1[C:5]([OH:17])=[C:6]([C:8]2[CH:13]=[CH:12][CH:11]=[C:10]([C:14]([OH:16])=[O:15])[CH:9]=2)[CH:7]=[C:2]([F:1])[CH:3]=1)([O-:21])=[O:20]. The catalyst class is: 201. (3) Reactant: CN(C)[C:3]([S:5][C:6]1[CH:7]=[C:8]2[C:13](=[CH:14][CH:15]=1)[CH:12]=[C:11]([C:16]([O:18]C)=[O:17])[CH:10]=[CH:9]2)=O.[OH-].[K+].COS(OC)(=O)=O. Product: [CH3:3][S:5][C:6]1[CH:7]=[C:8]2[C:13](=[CH:14][CH:15]=1)[CH:12]=[C:11]([C:16]([OH:18])=[O:17])[CH:10]=[CH:9]2. The catalyst class is: 5. (4) Reactant: [Cl:1][C:2]1[CH:3]=[C:4]([CH:8]([S:12][C:13]2[CH:18]=[CH:17][C:16]([CH3:19])=[C:15]([CH3:20])[CH:14]=2)[C:9]([OH:11])=O)[CH:5]=[CH:6][CH:7]=1.C(N1C=CN=C1)(N1C=CN=C1)=O.O[N:34]=[C:35]([NH2:45])[C:36]1[CH:41]=[C:40]([CH3:42])[C:39]([OH:43])=[C:38]([CH3:44])[CH:37]=1. Product: [Cl:1][C:2]1[CH:3]=[C:4]([CH:8]([S:12][C:13]2[CH:18]=[CH:17][C:16]([CH3:19])=[C:15]([CH3:20])[CH:14]=2)[C:9]2[O:11][N:45]=[C:35]([C:36]3[CH:41]=[C:40]([CH3:42])[C:39]([OH:43])=[C:38]([CH3:44])[CH:37]=3)[N:34]=2)[CH:5]=[CH:6][CH:7]=1. The catalyst class is: 68. (5) Reactant: [Cl:1][C:2]1[CH:3]=[CH:4][C:5]([O:12][CH3:13])=[C:6]([S:8](Cl)(=[O:10])=[O:9])[CH:7]=1.N1C=CC=CC=1.[N+:20]([C:23]1[CH:32]=[C:31]2[C:26]([CH2:27][CH2:28][CH2:29][NH:30]2)=[CH:25][CH:24]=1)([O-:22])=[O:21]. Product: [Cl:1][C:2]1[CH:3]=[CH:4][C:5]([O:12][CH3:13])=[C:6]([S:8]([N:30]2[C:31]3[C:26](=[CH:25][CH:24]=[C:23]([N+:20]([O-:22])=[O:21])[CH:32]=3)[CH2:27][CH2:28][CH2:29]2)(=[O:10])=[O:9])[CH:7]=1. The catalyst class is: 4.